Dataset: Reaction yield outcomes from USPTO patents with 853,638 reactions. Task: Predict the reaction yield, written as a fraction of the theoretical maximum amount of product (1.0 means a 100% yield; for example, 0.34 means a 34% yield). (1) The product is [Cl:17][C:18]1[CH:23]=[C:22]([C:24]2([C:26]([F:29])([F:27])[F:28])[O:1][N:2]=[C:3]([C:4]3[N:5]4[C:9]([C:10]([C:13]([O:15][CH3:16])=[O:14])=[CH:11][CH:12]=3)=[CH:8][CH:7]=[CH:6]4)[CH2:25]2)[CH:21]=[C:20]([Cl:30])[CH:19]=1. The yield is 0.0700. The catalyst is C1COCC1. The reactants are [OH:1]/[N:2]=[CH:3]/[C:4]1[N:5]2[C:9]([C:10]([C:13]([O:15][CH3:16])=[O:14])=[CH:11][CH:12]=1)=[CH:8][CH:7]=[CH:6]2.[Cl:17][C:18]1[CH:23]=[C:22]([C:24]([C:26]([F:29])([F:28])[F:27])=[CH2:25])[CH:21]=[C:20]([Cl:30])[CH:19]=1. (2) The reactants are CS(Cl)(=O)=O.[CH:6]1([NH:11][C:12]2[CH:17]=[CH:16][C:15]([C@H:18]3[C@@H:23]([C:24]([OH:26])=O)[CH2:22][CH2:21][CH2:20][N:19]3[C:27](=[O:36])[C:28]3[C:33]([CH3:34])=[CH:32][CH:31]=[CH:30][C:29]=3[F:35])=[CH:14][CH:13]=2)[CH2:10][CH2:9][CH2:8][CH2:7]1.CCN(C(C)C)C(C)C.[NH2:46][C:47]1[CH:52]=[CH:51][C:50]([CH2:53][OH:54])=[C:49]([C:55]([F:58])([F:57])[F:56])[CH:48]=1. The catalyst is C(Cl)Cl. The product is [CH:6]1([NH:11][C:12]2[CH:17]=[CH:16][C:15]([C@H:18]3[C@@H:23]([C:24]([NH:46][C:47]4[CH:52]=[CH:51][C:50]([CH2:53][OH:54])=[C:49]([C:55]([F:56])([F:57])[F:58])[CH:48]=4)=[O:26])[CH2:22][CH2:21][CH2:20][N:19]3[C:27](=[O:36])[C:28]3[C:33]([CH3:34])=[CH:32][CH:31]=[CH:30][C:29]=3[F:35])=[CH:14][CH:13]=2)[CH2:10][CH2:9][CH2:8][CH2:7]1. The yield is 0.610. (3) The reactants are [NH2:1][C:2]1[C:3]([NH:9][CH2:10][CH:11]2[CH2:16][CH2:15][CH2:14][N:13](C(OC(C)(C)C)=O)[CH2:12]2)=[N:4][C:5](Br)=[CH:6][N:7]=1.BrC1N=[C:27](N)[C:28](N)=NC=1.NCC1CCCN([C:41](OC(C)(C)C)=[O:42])C1.C(N(C(C)C)CC)(C)C.[CH2:57]([OH:61])[CH2:58][CH2:59][CH3:60]. No catalyst specified. The product is [OH:61][C:57]1[CH:28]=[CH:27][C:60]([C:5]2[N:4]=[C:3]3[N:9]([CH2:10][CH:11]4[CH2:16][CH2:15][CH2:14][NH:13][CH2:12]4)[C:41](=[O:42])[NH:1][C:2]3=[N:7][CH:6]=2)=[CH:59][CH:58]=1. The yield is 0.610. (4) The reactants are [N:1]1[CH:6]=[CH:5][CH:4]=[CH:3][CH:2]=1.C(Cl)(Cl)=[O:8].[NH2:11][C:12]1[CH:13]=[C:14]2[C:18](=[CH:19][CH:20]=1)[N:17]([CH2:21][C:22]1[CH:27]=[CH:26][CH:25]=[C:24]([O:28][CH3:29])[CH:23]=1)[C:16]([C:30]([O:32][CH2:33][CH3:34])=[O:31])=[C:15]2[C:35]1[CH:40]=[CH:39][C:38]([C:41]([CH3:44])([CH3:43])[CH3:42])=[CH:37][CH:36]=1.C1(CN)CC1. The catalyst is ClCCl. The product is [C:41]([C:38]1[CH:37]=[CH:36][C:35]([C:15]2[C:14]3[C:18](=[CH:19][CH:20]=[C:12]([NH:11][C:6]([NH:1][CH2:2][CH:3]4[CH2:5][CH2:4]4)=[O:8])[CH:13]=3)[N:17]([CH2:21][C:22]3[CH:27]=[CH:26][CH:25]=[C:24]([O:28][CH3:29])[CH:23]=3)[C:16]=2[C:30]([O:32][CH2:33][CH3:34])=[O:31])=[CH:40][CH:39]=1)([CH3:43])([CH3:42])[CH3:44]. The yield is 0.540. (5) The reactants are N([O-])=O.[Na+].[N+:5]([C:8]1[CH:13]=[CH:12][C:11](N)=[C:10]([C:15]([F:18])([F:17])[F:16])[CH:9]=1)([O-:7])=[O:6].[S:19](=[O:21])=[O:20].O.[ClH:23]. The yield is 0.710. The product is [N+:5]([C:8]1[CH:13]=[CH:12][C:11]([S:19]([Cl:23])(=[O:21])=[O:20])=[C:10]([C:15]([F:18])([F:17])[F:16])[CH:9]=1)([O-:7])=[O:6]. The catalyst is C(O)(=O)C.[Cu](Cl)Cl.